This data is from Blood-brain barrier permeability classification from the B3DB database. The task is: Regression/Classification. Given a drug SMILES string, predict its absorption, distribution, metabolism, or excretion properties. Task type varies by dataset: regression for continuous measurements (e.g., permeability, clearance, half-life) or binary classification for categorical outcomes (e.g., BBB penetration, CYP inhibition). Dataset: b3db_classification. (1) The drug is CON=CC1=CCCN(C)C1. The result is 1 (penetrates BBB). (2) The compound is Oc1cccc(-c2c3nc(c(-c4cccc(O)c4)c4ccc([nH]4)c(-c4cccc(O)c4)c4nc(c(-c5cccc(O)c5)c5ccc2[nH]5)CC4)C=C3)c1. The result is 0 (does not penetrate BBB). (3) The result is 1 (penetrates BBB). The drug is O=C1Nc2ccc(Cl)cc2C(c2ccccc2)=N[C@H]1O. (4) The molecule is C[N+]1([O-])[C@H]2CC[C@@H]1CC(OC(=O)C(CO)c1ccccc1)C2. The result is 1 (penetrates BBB). (5) The molecule is CN1C(=S)CN=C(c2ccccc2)c2cc(Cl)ccc21. The result is 1 (penetrates BBB). (6) The drug is C[C@H]1[C@H]2C(=O)c3ccc(O)cc3[C@@]1(C)CCN2CC1CC1. The result is 1 (penetrates BBB). (7) The molecule is CC(c1ncncc1F)C(O)(Cn1cncn1)c1ccc(F)cc1F. The result is 0 (does not penetrate BBB). (8) The drug is O=C(CCCN1CC2CCC(CC2)C1)c1ccc(F)cc1. The result is 1 (penetrates BBB). (9) The molecule is O[C@@]1(c2ccc(Cl)cc2)c2ccccc2C2=NCCN21. The result is 1 (penetrates BBB). (10) The result is 0 (does not penetrate BBB). The drug is O=C(CN1CCOC1=O)N1CCC[C@H](Cc2nc(-c3ccsc3)no2)C1.